From a dataset of NCI-60 drug combinations with 297,098 pairs across 59 cell lines. Regression. Given two drug SMILES strings and cell line genomic features, predict the synergy score measuring deviation from expected non-interaction effect. Drug 1: CC(CN1CC(=O)NC(=O)C1)N2CC(=O)NC(=O)C2. Drug 2: CC(C)(C#N)C1=CC(=CC(=C1)CN2C=NC=N2)C(C)(C)C#N. Cell line: HOP-62. Synergy scores: CSS=6.20, Synergy_ZIP=0.669, Synergy_Bliss=4.12, Synergy_Loewe=5.17, Synergy_HSA=4.74.